The task is: Predict the reaction yield, written as a fraction of the theoretical maximum amount of product (1.0 means a 100% yield; for example, 0.34 means a 34% yield).. This data is from Reaction yield outcomes from USPTO patents with 853,638 reactions. (1) The reactants are [N+:1]([C:4]1[CH:9]=[CH:8][C:7]([CH2:10][CH2:11][C:12](=[S:14])[NH2:13])=[CH:6][CH:5]=1)([O-:3])=[O:2].Cl[CH2:16][CH:17]=O. The catalyst is C(O)(C)(C)C. The product is [N+:1]([C:4]1[CH:5]=[CH:6][C:7]([CH2:10][CH2:11][C:12]2[S:14][CH:16]=[CH:17][N:13]=2)=[CH:8][CH:9]=1)([O-:3])=[O:2]. The yield is 0.280. (2) The reactants are [C:1]([NH2:5])([CH3:4])([CH3:3])[CH3:2].[C:6]([N:10]1[C:14](=[O:15])[C:13](Cl)=[C:12]([C:17]2[CH:22]=[CH:21][CH:20]=[CH:19][CH:18]=2)[S:11]1(=[O:24])=[O:23])([CH3:9])([CH3:8])[CH3:7]. No catalyst specified. The product is [C:6]([N:10]1[C:14](=[O:15])[C:13]([NH:5][C:1]([CH3:4])([CH3:3])[CH3:2])=[C:12]([C:17]2[CH:22]=[CH:21][CH:20]=[CH:19][CH:18]=2)[S:11]1(=[O:24])=[O:23])([CH3:9])([CH3:8])[CH3:7]. The yield is 0.170. (3) The reactants are [CH3:1][CH:2]1[CH2:6][CH2:5][CH:4]([OH:7])[CH2:3]1.[N+:8]([C:11]1[CH:18]=[CH:17][CH:16]=[C:15]([N+]([O-])=O)[C:12]=1[C:13]#[N:14])([O-:10])=[O:9]. No catalyst specified. The product is [CH3:1][CH:2]1[CH2:6][CH2:5][CH:4]([O:7][C:15]2[CH:16]=[CH:17][CH:18]=[C:11]([N+:8]([O-:10])=[O:9])[C:12]=2[C:13]#[N:14])[CH2:3]1. The yield is 0.700.